This data is from Merck oncology drug combination screen with 23,052 pairs across 39 cell lines. The task is: Regression. Given two drug SMILES strings and cell line genomic features, predict the synergy score measuring deviation from expected non-interaction effect. (1) Drug 1: O=S1(=O)NC2(CN1CC(F)(F)F)C1CCC2Cc2cc(C=CCN3CCC(C(F)(F)F)CC3)ccc2C1. Drug 2: COc1cccc2c1C(=O)c1c(O)c3c(c(O)c1C2=O)CC(O)(C(=O)CO)CC3OC1CC(N)C(O)C(C)O1. Cell line: HCT116. Synergy scores: synergy=-14.1. (2) Drug 1: Cn1nnc2c(C(N)=O)ncn2c1=O. Drug 2: Cc1nc(Nc2ncc(C(=O)Nc3c(C)cccc3Cl)s2)cc(N2CCN(CCO)CC2)n1. Cell line: A2780. Synergy scores: synergy=43.4.